From a dataset of Peptide-MHC class II binding affinity with 134,281 pairs from IEDB. Regression. Given a peptide amino acid sequence and an MHC pseudo amino acid sequence, predict their binding affinity value. This is MHC class II binding data. (1) The peptide sequence is YDKFLANVSTVLTGK. The MHC is HLA-DPA10201-DPB10501 with pseudo-sequence HLA-DPA10201-DPB10501. The binding affinity (normalized) is 0.178. (2) The peptide sequence is MLLDNMEVRGGMVAP. The MHC is HLA-DQA10201-DQB10303 with pseudo-sequence HLA-DQA10201-DQB10303. The binding affinity (normalized) is 0.503. (3) The peptide sequence is LDVVKLLYNEQFAVQ. The MHC is DRB1_0401 with pseudo-sequence DRB1_0401. The binding affinity (normalized) is 0.281. (4) The peptide sequence is PAAAYATATPAAATA. The MHC is HLA-DQA10102-DQB10502 with pseudo-sequence HLA-DQA10102-DQB10502. The binding affinity (normalized) is 0.176. (5) The MHC is DRB1_0401 with pseudo-sequence DRB1_0401. The peptide sequence is KFITHSVTFSEINKA. The binding affinity (normalized) is 0.600. (6) The peptide sequence is EAYRMRFAAVITRVI. The MHC is DRB3_0202 with pseudo-sequence DRB3_0202. The binding affinity (normalized) is 0.438. (7) The peptide sequence is INEWTAAAIAYGLDR. The MHC is HLA-DQA10102-DQB10602 with pseudo-sequence HLA-DQA10102-DQB10602. The binding affinity (normalized) is 0.837.